Dataset: Peptide-MHC class I binding affinity with 185,985 pairs from IEDB/IMGT. Task: Regression. Given a peptide amino acid sequence and an MHC pseudo amino acid sequence, predict their binding affinity value. This is MHC class I binding data. The peptide sequence is ITAVNRYFK. The MHC is HLA-A02:01 with pseudo-sequence HLA-A02:01. The binding affinity (normalized) is 0.0847.